This data is from Reaction yield outcomes from USPTO patents with 853,638 reactions. The task is: Predict the reaction yield, written as a fraction of the theoretical maximum amount of product (1.0 means a 100% yield; for example, 0.34 means a 34% yield). (1) The yield is 0.490. The catalyst is CO. The reactants are [Cl:1][C:2]1[CH:7]=[CH:6][C:5]([C:8]2[C:13]([CH:14]([CH2:19][CH2:20][CH3:21])[C:15]([O:17]C)=[O:16])=[C:12]([CH3:22])[N:11]=[C:10]([C:23]3[CH:28]=[CH:27][CH:26]=[CH:25][CH:24]=3)[N:9]=2)=[C:4]([F:29])[CH:3]=1.[OH-].[Na+]. The product is [Cl:1][C:2]1[CH:7]=[CH:6][C:5]([C:8]2[C:13]([CH:14]([CH2:19][CH2:20][CH3:21])[C:15]([OH:17])=[O:16])=[C:12]([CH3:22])[N:11]=[C:10]([C:23]3[CH:24]=[CH:25][CH:26]=[CH:27][CH:28]=3)[N:9]=2)=[C:4]([F:29])[CH:3]=1. (2) The reactants are [CH2:1]([C:4]1([S:7](Cl)(=[O:9])=[O:8])[CH2:6][CH2:5]1)[CH:2]=[CH2:3].[F:11][C:12]1[C:17]([F:18])=[C:16]([NH:19][C:20]2[CH:25]=[CH:24][C:23]([I:26])=[CH:22][C:21]=2[F:27])[C:15]([NH2:28])=[C:14]([CH3:29])[CH:13]=1. No catalyst specified. The product is [CH2:1]([C:4]1([S:7]([NH:28][C:15]2[C:14]([CH3:29])=[CH:13][C:12]([F:11])=[C:17]([F:18])[C:16]=2[NH:19][C:20]2[CH:25]=[CH:24][C:23]([I:26])=[CH:22][C:21]=2[F:27])(=[O:9])=[O:8])[CH2:6][CH2:5]1)[CH:2]=[CH2:3]. The yield is 0.470.